From a dataset of Full USPTO retrosynthesis dataset with 1.9M reactions from patents (1976-2016). Predict the reactants needed to synthesize the given product. Given the product [CH3:27][O:28][C:25]1[CH:24]=[CH:23][N:22]=[CH:21][C:20]=1[C:19]1[C@:6]2([CH3:26])[C@H:7]([C@H:8]3[C@H:3]([CH2:4][CH2:5]2)[C@:2]2([CH3:1])[C:11](=[CH:12][C:13](=[O:16])[CH2:14][CH2:15]2)[NH:10][CH2:9]3)[CH2:17][CH:18]=1, predict the reactants needed to synthesize it. The reactants are: [CH3:1][C@:2]12[CH2:15][CH2:14][C:13](=[O:16])[CH:12]=[C:11]1[NH:10][CH2:9][C@@H:8]1[C@@H:3]2[CH2:4][CH2:5][C@:6]2([CH3:26])[C:19]([C:20]3[CH:21]=[N:22][CH:23]=[CH:24][CH:25]=3)=[CH:18][CH2:17][C@H:7]21.[CH3:27][O:28]C1C=CN=CC=1B(OCC)OCC.